This data is from Full USPTO retrosynthesis dataset with 1.9M reactions from patents (1976-2016). The task is: Predict the reactants needed to synthesize the given product. (1) Given the product [CH3:1][N:2]1[CH:6]=[C:5]([CH2:7][C:8]([OH:10])=[O:9])[C:4]([O:12][CH2:13][C:14]2[O:18][N:17]=[C:16]([O:19][CH2:20][C:21]3[CH:30]=[CH:29][C:28]4[C:23](=[CH:24][CH:25]=[CH:26][CH:27]=4)[N:22]=3)[CH:15]=2)=[N:3]1, predict the reactants needed to synthesize it. The reactants are: [CH3:1][N:2]1[CH:6]=[C:5]([CH2:7][C:8]([O:10]C)=[O:9])[C:4]([O:12][CH2:13][C:14]2[O:18][N:17]=[C:16]([O:19][CH2:20][C:21]3[CH:30]=[CH:29][C:28]4[C:23](=[CH:24][CH:25]=[CH:26][CH:27]=4)[N:22]=3)[CH:15]=2)=[N:3]1.[OH-].[Na+].O1CCCC1.Cl. (2) Given the product [CH3:13][N:14]1[CH2:19][CH2:18][N:17]([CH2:20][CH2:21][O:22][C:2]2[CH:7]=[CH:6][C:5]([N+:8]([O-:10])=[O:9])=[C:4]([O:11][CH3:12])[CH:3]=2)[CH2:16][CH2:15]1, predict the reactants needed to synthesize it. The reactants are: F[C:2]1[CH:7]=[CH:6][C:5]([N+:8]([O-:10])=[O:9])=[C:4]([O:11][CH3:12])[CH:3]=1.[CH3:13][N:14]1[CH2:19][CH2:18][N:17]([CH2:20][CH2:21][OH:22])[CH2:16][CH2:15]1.[H-].[Na+]. (3) Given the product [ClH:27].[S:1]1[C:5]2[CH:6]=[CH:7][CH:8]=[CH:9][C:4]=2[C:3]([N:10]2[CH2:11][CH2:12][N:13]([CH2:16][CH2:17][C:18]3[CH:19]=[C:20]4[C:24](=[CH:25][C:26]=3[Cl:27])[NH:23][C:22](=[O:28])[CH2:21]4)[CH2:14][CH2:15]2)=[N:2]1, predict the reactants needed to synthesize it. The reactants are: [S:1]1[C:5]2[CH:6]=[CH:7][CH:8]=[CH:9][C:4]=2[C:3]([N:10]2[CH2:15][CH2:14][N:13]([CH2:16][CH2:17][C:18]3[CH:19]=[C:20]4[C:24](=[CH:25][C:26]=3[Cl:27])[NH:23][C:22](=[O:28])[CH2:21]4)[CH2:12][CH2:11]2)=[N:2]1.C(C(C)=O)C(C)C.Cl. (4) Given the product [C:47]([CH:14]([O:13][C:8]1[CH:7]=[N:6][NH:5][C:10](=[O:11])[C:9]=1[Cl:12])[C:15]1[CH:16]=[CH:17][C:18]([CH2:21][O:22][CH2:23][CH2:24][O:25][S:26]([C:29]2[CH:35]=[CH:34][C:32]([CH3:33])=[CH:31][CH:30]=2)(=[O:28])=[O:27])=[CH:19][CH:20]=1)([CH3:46])([CH3:48])[CH3:37], predict the reactants needed to synthesize it. The reactants are: C([N:5]1[C:10](=[O:11])[C:9]([Cl:12])=[C:8]([O:13][CH2:14][C:15]2[CH:20]=[CH:19][C:18]([CH2:21][O:22][CH2:23][CH2:24][OH:25])=[CH:17][CH:16]=2)[CH:7]=[N:6]1)(C)(C)C.[S:26](Cl)([C:29]1[CH:35]=[CH:34][C:32]([CH3:33])=[CH:31][CH:30]=1)(=[O:28])=[O:27].[CH2:37](N(CC)CC)C.CC[CH2:46][CH2:47][CH3:48]. (5) Given the product [F:23][C:24]1[CH:32]=[CH:31][CH:30]=[CH:29][C:25]=1[C:26]([NH:14][C:15]1[CH:22]=[CH:21][C:18]([CH2:19][NH:20][C:5]2[C:4]3[C:9](=[CH:10][CH:11]=[C:2]([CH3:1])[CH:3]=3)[N:8]=[C:7]([NH:34][CH3:33])[N:6]=2)=[CH:17][CH:16]=1)=[O:27], predict the reactants needed to synthesize it. The reactants are: [CH3:1][C:2]1[CH:3]=[C:4]2[C:9](=[CH:10][CH:11]=1)[N:8]=[C:7](Cl)[N:6]=[C:5]2Cl.[NH2:14][C:15]1[CH:22]=[CH:21][C:18]([CH2:19][NH2:20])=[CH:17][CH:16]=1.[F:23][C:24]1[CH:32]=[CH:31][CH:30]=[CH:29][C:25]=1[C:26](Cl)=[O:27].[CH3:33][NH2:34]. (6) Given the product [F:1][C:2]1[CH:9]=[CH:8][C:5](/[CH:6]=[CH:12]/[C:11]([O:16][CH2:14][CH3:15])=[O:10])=[CH:4][CH:3]=1, predict the reactants needed to synthesize it. The reactants are: [F:1][C:2]1[CH:9]=[CH:8][C:5]([CH:6]=O)=[CH:4][CH:3]=1.[O-:10][CH2:11][CH3:12].[Na+].[CH2:14]([OH:16])[CH3:15].O. (7) Given the product [O:18]1[C:17]2[CH:22]=[CH:23][C:14]([C:12]3[N:9]=[C:5]4[CH:4]=[C:3]([NH:2][CH3:1])[CH:8]=[CH:7][N:6]4[CH:11]=3)=[CH:15][C:16]=2[O:21][CH2:20][CH2:19]1, predict the reactants needed to synthesize it. The reactants are: [CH3:1][NH:2][C:3]1[CH:8]=[CH:7][N:6]=[C:5]([NH2:9])[CH:4]=1.Br[CH2:11][C:12]([C:14]1[CH:23]=[CH:22][C:17]2[O:18][CH2:19][CH2:20][O:21][C:16]=2[CH:15]=1)=O. (8) Given the product [F:16][C:17]([N:22]1[CH:26]=[CH:25][N:24]=[CH:23]1)=[C:18]([F:20])[F:19], predict the reactants needed to synthesize it. The reactants are: [K].N1C=CN=C1.FC(F)(F)C(OCC)=O.[F:16][C:17]([N:22]1[CH:26]=[CH:25][N:24]=[CH:23]1)(F)[CH:18]([F:20])[F:19]. (9) Given the product [Cl:19][C:16]1[CH:15]=[CH:14][C:13]([C:12]([N:11]([C@@H:8]2[CH2:9][CH2:10][N:5]([C:1](=[O:4])[CH2:2][CH2:3][N:36]3[CH2:40][CH2:39][CH2:38][C:37]3=[O:41])[CH2:6][C@H:7]2[C:22]2[CH:27]=[CH:26][C:25]([Cl:28])=[C:24]([Cl:29])[CH:23]=2)[CH3:21])=[O:20])=[CH:18][CH:17]=1, predict the reactants needed to synthesize it. The reactants are: [C:1]([N:5]1[CH2:10][CH2:9][C@@H:8]([N:11]([CH3:21])[C:12](=[O:20])[C:13]2[CH:18]=[CH:17][C:16]([Cl:19])=[CH:15][CH:14]=2)[C@H:7]([C:22]2[CH:27]=[CH:26][C:25]([Cl:28])=[C:24]([Cl:29])[CH:23]=2)[CH2:6]1)(=[O:4])[CH:2]=[CH2:3].C(=O)([O-])[O-].[K+].[K+].[NH:36]1[CH2:40][CH2:39][CH2:38][C:37]1=[O:41].O. (10) Given the product [C:29]([O:33][C:34](=[O:52])[CH2:35][C@H:36]([NH:51][C:13](=[O:15])[C@@H:12]([N:3]1[CH:4]=[CH:5][C:6]2[C:11](=[CH:10][CH:9]=[CH:8][CH:7]=2)[C:2]1=[O:1])[CH2:16][CH3:17])[C:37](=[O:50])[CH2:38][O:39][C:40]1[C:45]([F:46])=[C:44]([F:47])[CH:43]=[C:42]([F:48])[C:41]=1[F:49])([CH3:32])([CH3:30])[CH3:31], predict the reactants needed to synthesize it. The reactants are: [O:1]=[C:2]1[C:11]2[C:6](=[CH:7][CH:8]=[CH:9][CH:10]=2)[CH:5]=[CH:4][N:3]1[C@@H:12]([CH2:16][CH3:17])[C:13]([OH:15])=O.C(C1C=CC=CC=1C(O)=O)=O.[C:29]([O:33][C:34](=[O:52])[CH2:35][C@H:36]([NH2:51])[CH:37]([OH:50])[CH2:38][O:39][C:40]1[C:45]([F:46])=[C:44]([F:47])[CH:43]=[C:42]([F:48])[C:41]=1[F:49])([CH3:32])([CH3:31])[CH3:30].